From a dataset of Forward reaction prediction with 1.9M reactions from USPTO patents (1976-2016). Predict the product of the given reaction. (1) Given the reactants I[C:2]1[C:3]([O:8][CH2:9][CH:10]([CH3:12])[CH3:11])=[N:4][O:5][C:6]=1[CH3:7].C([Mg]Br)(C)C.[O:18]1COC[O:20][CH2:19]1.C(=O)=O, predict the reaction product. The product is: [CH2:9]([O:8][C:3]1[C:2]([C:19]([OH:20])=[O:18])=[C:6]([CH3:7])[O:5][N:4]=1)[CH:10]([CH3:12])[CH3:11]. (2) Given the reactants [F:1][C:2]1[CH:21]=[CH:20][C:5]2[C:6]([C:9]3[CH:14]=[CH:13][C:12]([O:15][CH2:16][C@H:17]4[CH2:19][O:18]4)=[CH:11][CH:10]=3)=[N:7][O:8][C:4]=2[CH:3]=1.[F:22][C:23]1[CH:35]=[CH:34][C:26]([O:27][CH:28]2[CH2:33][CH2:32][NH:31][CH2:30][CH2:29]2)=[CH:25][CH:24]=1, predict the reaction product. The product is: [F:1][C:2]1[CH:21]=[CH:20][C:5]2[C:6]([C:9]3[CH:14]=[CH:13][C:12]([O:15][CH2:16][C@H:17]([OH:18])[CH2:19][N:31]4[CH2:30][CH2:29][CH:28]([O:27][C:26]5[CH:34]=[CH:35][C:23]([F:22])=[CH:24][CH:25]=5)[CH2:33][CH2:32]4)=[CH:11][CH:10]=3)=[N:7][O:8][C:4]=2[CH:3]=1. (3) Given the reactants [C:1]([C:5]1[N:10]=[C:9]([N:11]2[CH2:16][CH2:15][N:14]([CH2:17][C@@H:18]([CH3:21])[CH2:19][OH:20])[CH2:13][CH2:12]2)[CH:8]=[C:7]([CH:22]2[CH2:25][CH2:24][CH2:23]2)[N:6]=1)([CH3:4])([CH3:3])[CH3:2].C([Li])CCC.CS([C:35]1[N:40]=[C:39]([O:41][CH2:42][C:43]2[CH:48]=[CH:47][CH:46]=[CH:45][CH:44]=2)[CH:38]=[CH:37][N:36]=1)(=O)=O.[OH2:49], predict the reaction product. The product is: [C:1]([C:5]1[N:10]=[C:9]([N:11]2[CH2:12][CH2:13][N:14]([CH2:17][C@@H:18]([CH3:21])[CH2:19][O:20][C:35]3[N:40]=[C:39]([O:41][C:42](=[O:49])[C:43]4[CH:48]=[CH:47][CH:46]=[CH:45][CH:44]=4)[CH:38]=[CH:37][N:36]=3)[CH2:15][CH2:16]2)[CH:8]=[C:7]([CH:22]2[CH2:25][CH2:24][CH2:23]2)[N:6]=1)([CH3:2])([CH3:3])[CH3:4]. (4) Given the reactants C([O-])(O)=O.[Na+].O[C:7]1[CH:8]=[C:9](B(O)O)[CH:10]=[CH:11][CH:12]=1, predict the reaction product. The product is: [C:7]1([C:7]2[CH:8]=[CH:9][CH:10]=[CH:11][CH:12]=2)[CH:8]=[CH:9][CH:10]=[CH:11][CH:12]=1.